The task is: Predict the reactants needed to synthesize the given product.. This data is from Full USPTO retrosynthesis dataset with 1.9M reactions from patents (1976-2016). Given the product [N:31]1[C:40]2[C:35](=[N:36][CH:37]=[CH:38][N:39]=2)[C:34]([NH:41][C:17]([CH:14]2[CH2:13][CH2:12][N:11]([C:6]3[CH:7]=[CH:8][CH:9]=[C:10]4[C:5]=3[CH:4]=[CH:3][N:2]=[CH:1]4)[CH2:16][CH2:15]2)=[O:19])=[N:33][CH:32]=1, predict the reactants needed to synthesize it. The reactants are: [CH:1]1[C:10]2[C:5](=[C:6]([N:11]3[CH2:16][CH2:15][CH:14]([C:17]([OH:19])=O)[CH2:13][CH2:12]3)[CH:7]=[CH:8][CH:9]=2)[CH:4]=[CH:3][N:2]=1.BrC1C=NC2C(C=1)=CC=CC=2.[N:31]1[C:40]2[C:35](=[N:36][CH:37]=[CH:38][N:39]=2)[C:34]([NH2:41])=[N:33][CH:32]=1.